The task is: Predict which catalyst facilitates the given reaction.. This data is from Catalyst prediction with 721,799 reactions and 888 catalyst types from USPTO. (1) Reactant: [CH3:1][O:2][C:3]1[CH:8]=[C:7]([N:9]2[CH2:14][CH2:13][N:12]([CH3:15])[CH2:11][CH2:10]2)[CH:6]=[CH:5][C:4]=1[NH:16][C:17]1[CH:22]=[C:21]([NH:23][C:24]2[CH:29]=[CH:28][CH:27]=[C:26]([N+:30]([O-:32])=[O:31])[CH:25]=2)[N:20]=[CH:19][N:18]=1.[C:33]1([N:39]=[C:40]=[O:41])[CH:38]=[CH:37][CH:36]=[CH:35][CH:34]=1. Product: [CH3:1][O:2][C:3]1[CH:8]=[C:7]([N:9]2[CH2:10][CH2:11][N:12]([CH3:15])[CH2:13][CH2:14]2)[CH:6]=[CH:5][C:4]=1[NH:16][C:17]1[N:18]=[CH:19][N:20]=[C:21]([N:23]([C:24]2[CH:29]=[CH:28][CH:27]=[C:26]([N+:30]([O-:32])=[O:31])[CH:25]=2)[C:40]([NH:39][C:33]2[CH:38]=[CH:37][CH:36]=[CH:35][CH:34]=2)=[O:41])[CH:22]=1. The catalyst class is: 11. (2) Reactant: [CH2:1]([O:8][C:9]1[CH:10]=[C:11]([OH:15])[CH:12]=[CH:13][CH:14]=1)[C:2]1[CH:7]=[CH:6][CH:5]=[CH:4][CH:3]=1.O[CH:17]1[CH2:22][CH2:21][N:20]([C:23]([O:25][C:26]([CH3:29])([CH3:28])[CH3:27])=[O:24])[CH2:19][CH2:18]1.C1C=CC(P(C2C=CC=CC=2)C2C=CC=CC=2)=CC=1.CCOC(/N=N/C(OCC)=O)=O. Product: [CH2:1]([O:8][C:9]1[CH:10]=[C:11]([CH:12]=[CH:13][CH:14]=1)[O:15][CH:17]1[CH2:22][CH2:21][N:20]([C:23]([O:25][C:26]([CH3:29])([CH3:28])[CH3:27])=[O:24])[CH2:19][CH2:18]1)[C:2]1[CH:3]=[CH:4][CH:5]=[CH:6][CH:7]=1. The catalyst class is: 1.